Dataset: Peptide-MHC class II binding affinity with 134,281 pairs from IEDB. Task: Regression. Given a peptide amino acid sequence and an MHC pseudo amino acid sequence, predict their binding affinity value. This is MHC class II binding data. (1) The peptide sequence is ATVATAPEVKYTVFETALKKAITAMS. The MHC is DRB1_1602 with pseudo-sequence DRB1_1602. The binding affinity (normalized) is 0.466. (2) The peptide sequence is GELMIVDKIDAAFKI. The MHC is DRB3_0202 with pseudo-sequence DRB3_0202. The binding affinity (normalized) is 0.370. (3) The peptide sequence is FLIMRNLTNLLSARK. The MHC is DRB1_1302 with pseudo-sequence DRB1_1302. The binding affinity (normalized) is 0.835. (4) The peptide sequence is FVNQHLCGSHLVEAL. The MHC is HLA-DPA10301-DPB10402 with pseudo-sequence HLA-DPA10301-DPB10402. The binding affinity (normalized) is 0.321. (5) The binding affinity (normalized) is 0.738. The MHC is DRB1_0701 with pseudo-sequence DRB1_0701. The peptide sequence is PEMPALYEKKLALYL. (6) The binding affinity (normalized) is 0.576. The peptide sequence is GIQTLMGRLEDGSPR. The MHC is DRB1_0101 with pseudo-sequence DRB1_0101. (7) The peptide sequence is TFAATHNPWASQPG. The MHC is DRB1_0901 with pseudo-sequence DRB1_0901. The binding affinity (normalized) is 0.188.